From a dataset of Reaction yield outcomes from USPTO patents with 853,638 reactions. Predict the reaction yield, written as a fraction of the theoretical maximum amount of product (1.0 means a 100% yield; for example, 0.34 means a 34% yield). (1) The reactants are [C:1]([C:5]1[CH:12]=[CH:11][C:8]([CH:9]=O)=[CH:7][CH:6]=1)([CH3:4])([CH3:3])[CH3:2].[NH2:13][C:14]1[S:15][C:16]([C:19]2[CH:24]=[CH:23][CH:22]=[CH:21][CH:20]=2)=[N:17][N:18]=1.C([O:27][C:28](=O)[C:29]([OH:41])=[CH:30][C:31]([C:33]1[CH:38]=[CH:37][C:36]([O:39][CH3:40])=[CH:35][CH:34]=1)=[O:32])C. No catalyst specified. The product is [C:1]([C:5]1[CH:12]=[CH:11][C:8]([CH:9]2[N:13]([C:14]3[S:15][C:16]([C:19]4[CH:24]=[CH:23][CH:22]=[CH:21][CH:20]=4)=[N:17][N:18]=3)[C:28](=[O:27])[C:29]([OH:41])=[C:30]2[C:31](=[O:32])[C:33]2[CH:34]=[CH:35][C:36]([O:39][CH3:40])=[CH:37][CH:38]=2)=[CH:7][CH:6]=1)([CH3:4])([CH3:3])[CH3:2]. The yield is 0.340. (2) The catalyst is ClCCCl.ClCCl. The reactants are [CH2:1]([NH2:8])[C:2]1[CH:7]=[CH:6][CH:5]=[CH:4][CH:3]=1.C(O[BH-](OC(=O)C)OC(=O)C)(=O)C.[Na+].[CH2:23]([O:30][CH:31]1[C:36](=O)[CH2:35][CH2:34][N:33]([C:38]([O:40][C:41]([CH3:44])([CH3:43])[CH3:42])=[O:39])[CH2:32]1)[C:24]1[CH:29]=[CH:28][CH:27]=[CH:26][CH:25]=1. The product is [CH2:1]([NH:8][C@H:36]1[CH2:35][CH2:34][N:33]([C:38]([O:40][C:41]([CH3:44])([CH3:43])[CH3:42])=[O:39])[CH2:32][C@H:31]1[O:30][CH2:23][C:24]1[CH:25]=[CH:26][CH:27]=[CH:28][CH:29]=1)[C:2]1[CH:7]=[CH:6][CH:5]=[CH:4][CH:3]=1. The yield is 0.910.